This data is from NCI-60 drug combinations with 297,098 pairs across 59 cell lines. The task is: Regression. Given two drug SMILES strings and cell line genomic features, predict the synergy score measuring deviation from expected non-interaction effect. (1) Synergy scores: CSS=56.6, Synergy_ZIP=-0.291, Synergy_Bliss=0.869, Synergy_Loewe=-9.99, Synergy_HSA=0.813. Drug 1: CN1CCC(CC1)COC2=C(C=C3C(=C2)N=CN=C3NC4=C(C=C(C=C4)Br)F)OC. Cell line: MOLT-4. Drug 2: C1=NC2=C(N=C(N=C2N1C3C(C(C(O3)CO)O)F)Cl)N. (2) Drug 1: C1=CC(=CC=C1CC(C(=O)O)N)N(CCCl)CCCl.Cl. Drug 2: CCC1(C2=C(COC1=O)C(=O)N3CC4=CC5=C(C=CC(=C5CN(C)C)O)N=C4C3=C2)O.Cl. Cell line: SK-OV-3. Synergy scores: CSS=13.3, Synergy_ZIP=-5.77, Synergy_Bliss=0.737, Synergy_Loewe=-3.84, Synergy_HSA=0.710.